Dataset: Full USPTO retrosynthesis dataset with 1.9M reactions from patents (1976-2016). Task: Predict the reactants needed to synthesize the given product. (1) Given the product [Br:1][C:2]1[CH:14]=[C:6]2[C:5](=[CH:4][CH:3]=1)[O:15][C:16]1[C:17]([F:23])=[N:18][C:19]([Cl:22])=[CH:20][C:21]=1[C:7]2=[O:8], predict the reactants needed to synthesize it. The reactants are: [Br:1][C:2]1[CH:3]=[CH:4][C:5]([O:15][C:16]2[C:17]([F:23])=[N:18][C:19]([Cl:22])=[CH:20][CH:21]=2)=[C:6]([CH:14]=1)[C:7](N(CC)CC)=[O:8].C([N-]C(C)C)(C)C.[Li+].CCCCCCC.O1CCCC1.C(C1C=CC=CC=1)C. (2) Given the product [CH3:1][O:2][C:3]1[CH:4]=[C:5]2[C:10](=[CH:11][C:12]=1[O:13][CH3:14])[N:9]=[CH:8][CH:7]=[C:6]2[O:15][C:16]1[CH:21]=[CH:20][C:19]([NH:22][CH2:23][CH2:24][CH2:25][O:26][C:27]2[CH:32]=[CH:31][CH:30]=[CH:29][CH:28]=2)=[CH:18][CH:17]=1, predict the reactants needed to synthesize it. The reactants are: [CH3:1][O:2][C:3]1[CH:4]=[C:5]2[C:10](=[CH:11][C:12]=1[O:13][CH3:14])[N:9]=[CH:8][CH:7]=[C:6]2[O:15][C:16]1[CH:21]=[CH:20][C:19]([NH:22][C:23](=O)[CH2:24][CH2:25][O:26][C:27]2[CH:32]=[CH:31][CH:30]=[CH:29][CH:28]=2)=[CH:18][CH:17]=1.Cl.[OH-].[Na+]. (3) The reactants are: [NH2:1][N:2]1[C:11](=[O:12])[C:10]2[C:5](=[C:6]([O:15]C)[C:7]([Cl:14])=[CH:8][C:9]=2[Cl:13])[N:4]=[CH:3]1.[BrH:17]. Given the product [BrH:17].[NH2:1][N:2]1[C:11](=[O:12])[C:10]2[C:5](=[C:6]([OH:15])[C:7]([Cl:14])=[CH:8][C:9]=2[Cl:13])[N:4]=[CH:3]1, predict the reactants needed to synthesize it. (4) Given the product [Br:1][CH2:2][C:3]1([CH2:4][N:5]2[C:6](=[O:15])[C:7]3[C:12](=[CH:11][CH:10]=[CH:9][CH:8]=3)[C:13]2=[O:14])[O:30][CH2:29][CH2:28][O:16]1, predict the reactants needed to synthesize it. The reactants are: [Br:1][CH2:2][C:3](=[O:16])[CH2:4][N:5]1[C:13](=[O:14])[C:12]2[C:7](=[CH:8][CH:9]=[CH:10][CH:11]=2)[C:6]1=[O:15].C1(C)C=CC(S(O)(=O)=O)=CC=1.[CH2:28](O)[CH2:29][OH:30]. (5) Given the product [NH2:19][CH2:18][CH2:17][NH:20][C:2]1[CH:11]=[C:10]2[C:5]([C:6](=[O:16])[C:7]([C:13]([OH:15])=[O:14])=[CH:8][N:9]2[CH3:12])=[CH:4][CH:3]=1, predict the reactants needed to synthesize it. The reactants are: Cl[C:2]1[CH:11]=[C:10]2[C:5]([C:6](=[O:16])[C:7]([C:13]([OH:15])=[O:14])=[CH:8][N:9]2[CH3:12])=[CH:4][CH:3]=1.[CH2:17]([NH2:20])[CH2:18][NH2:19].C(Cl)Cl. (6) Given the product [F:53][C:36]1[C:37]([O:43][CH2:44][CH2:45][O:46][CH:47]2[CH2:52][CH2:51][CH2:50][CH2:49][O:48]2)=[CH:38][C:39]([O:41][CH3:42])=[CH:40][C:35]=1[C:21](=[N:22][C:23]1[CH:28]=[CH:27][C:26]([C:29]2[N:33]=[C:32]([CH3:34])[O:31][N:30]=2)=[CH:25][CH:24]=1)[C:20]1[NH:19][C:18](=[O:17])[N:1]([C:3]2[N:8]=[CH:7][CH:6]=[CH:5][N:4]=2)[N:2]=1, predict the reactants needed to synthesize it. The reactants are: [NH:1]([C:3]1[N:8]=[CH:7][CH:6]=[CH:5][N:4]=1)[NH2:2].C(N(CC)CC)C.C[O:17][C:18](=O)[N:19]=[C:20](SC)[C:21]([C:35]1[CH:40]=[C:39]([O:41][CH3:42])[CH:38]=[C:37]([O:43][CH2:44][CH2:45][O:46][CH:47]2[CH2:52][CH2:51][CH2:50][CH2:49][O:48]2)[C:36]=1[F:53])=[N:22][C:23]1[CH:28]=[CH:27][C:26]([C:29]2[N:33]=[C:32]([CH3:34])[O:31][N:30]=2)=[CH:25][CH:24]=1.